From a dataset of Forward reaction prediction with 1.9M reactions from USPTO patents (1976-2016). Predict the product of the given reaction. The product is: [CH3:3][O:4][C:5]1[CH:6]=[CH:7][C:8]([CH2:9][N:10]2[CH:14]=[C:13]([C:15]([OH:17])=[O:16])[CH:12]=[N:11]2)=[CH:18][CH:19]=1. Given the reactants [Li+].[OH-].[CH3:3][O:4][C:5]1[CH:19]=[CH:18][C:8]([CH2:9][N:10]2[CH:14]=[C:13]([C:15]([O-:17])=[O:16])[CH:12]=[N:11]2)=[CH:7][CH:6]=1, predict the reaction product.